Dataset: Catalyst prediction with 721,799 reactions and 888 catalyst types from USPTO. Task: Predict which catalyst facilitates the given reaction. Reactant: O1CCCC1CCO.C([O:16][C:17]1[CH:22]=[C:21]([O:23][C:24]2[CH:29]=[CH:28][C:27]([C:30]([F:33])([F:32])[F:31])=[CH:26][N:25]=2)[CH:20]=[CH:19][C:18]=1/[CH:34]=[CH:35]/[C:36]([O:38][CH2:39][CH3:40])=[O:37])C1C=CC=CC=1. Product: [OH:16][C:17]1[CH:22]=[C:21]([O:23][C:24]2[CH:29]=[CH:28][C:27]([C:30]([F:33])([F:31])[F:32])=[CH:26][N:25]=2)[CH:20]=[CH:19][C:18]=1[CH2:34][CH2:35][C:36]([O:38][CH2:39][CH3:40])=[O:37]. The catalyst class is: 719.